Dataset: Forward reaction prediction with 1.9M reactions from USPTO patents (1976-2016). Task: Predict the product of the given reaction. (1) Given the reactants [CH:1]1[C:5]2[C:6]([Cl:10])=[N:7][CH:8]=[N:9][C:4]=2[NH:3][CH:2]=1.[Br:11]N1C(=O)CCC1=O, predict the reaction product. The product is: [Cl:10][C:6]1[C:5]2[C:1]([Br:11])=[CH:2][NH:3][C:4]=2[N:9]=[CH:8][N:7]=1. (2) Given the reactants Br[C:2]1[CH:7]=[CH:6][CH:5]=[CH:4][C:3]=1/[CH:8]=[CH:9]/[C:10]([O:12][CH3:13])=[O:11].[NH:14]1[CH2:19][CH2:18][CH2:17][CH2:16][CH2:15]1.C(Cl)(Cl)Cl.C([O-])([O-])=O.[Cs+].[Cs+], predict the reaction product. The product is: [N:14]1([C:2]2[CH:7]=[CH:6][CH:5]=[CH:4][C:3]=2/[CH:8]=[CH:9]/[C:10]([O:12][CH3:13])=[O:11])[CH2:19][CH2:18][CH2:17][CH2:16][CH2:15]1. (3) Given the reactants Cl[C:2]1[CH:7]=[C:6]([CH:8]([F:10])[F:9])[CH:5]=[CH:4][N:3]=1.[C:11]([O:15][C:16](=[O:18])[NH2:17])([CH3:14])([CH3:13])[CH3:12].C([O-])([O-])=O.[Cs+].[Cs+].CC(C1C=C(C(C)C)C(C2C=CC=CC=2P(C2CCCCC2)C2CCCCC2)=C(C(C)C)C=1)C, predict the reaction product. The product is: [F:9][CH:8]([F:10])[C:6]1[CH:5]=[CH:4][N:3]=[C:2]([NH:17][C:16](=[O:18])[O:15][C:11]([CH3:14])([CH3:13])[CH3:12])[CH:7]=1. (4) Given the reactants [NH2:1][CH2:2][C@H:3]1[CH2:7][N:6]([CH2:8][CH2:9][C:10]2[C:19]3[C:14](=[CH:15][CH:16]=[C:17]([O:20][CH3:21])[N:18]=3)[N:13]=[CH:12][C:11]=2[F:22])[CH2:5][C@H:4]1O.C(N(C(C)C)CC)(C)C.[O:33]=[C:34]1[CH2:39][S:38][C:37]2[CH:40]=[CH:41][C:42]([C:44](O)=[O:45])=[N:43][C:36]=2[NH:35]1.O.OC1C2N=NNC=2C=CC=1.C(Cl)CCl, predict the reaction product. The product is: [F:22][C:11]1[CH:12]=[N:13][C:14]2[C:19]([C:10]=1[CH2:9][CH2:8][N:6]1[CH2:5][CH2:4][C@@H:3]([CH2:2][NH:1][C:44]([C:42]3[CH:41]=[CH:40][C:37]4[S:38][CH2:39][C:34](=[O:33])[NH:35][C:36]=4[N:43]=3)=[O:45])[CH2:7]1)=[N:18][C:17]([O:20][CH3:21])=[CH:16][CH:15]=2.